From a dataset of Reaction yield outcomes from USPTO patents with 853,638 reactions. Predict the reaction yield, written as a fraction of the theoretical maximum amount of product (1.0 means a 100% yield; for example, 0.34 means a 34% yield). (1) The reactants are [F:1][C:2]1[CH:10]=[C:9]2[C:5]([C:6](=[C:12]3[C:20]4[C:15](=[CH:16][CH:17]=[CH:18][CH:19]=4)[CH:14]([CH2:21][C:22]([OH:24])=[O:23])[O:13]3)[C:7](=[O:11])[NH:8]2)=[CH:4][CH:3]=1.C[O-].[Na+:27].CO.CCOC(C)=O. The catalyst is CO. The product is [F:1][C:2]1[CH:10]=[C:9]2[C:5](/[C:6](=[C:12]3\[O:13][CH:14]([CH2:21][C:22]([O-:24])=[O:23])[C:15]4[CH:16]=[CH:17][CH:18]=[CH:19][C:20]\3=4)/[C:7](=[O:11])[NH:8]2)=[CH:4][CH:3]=1.[Na+:27]. The yield is 1.00. (2) The reactants are Cl[CH2:2][C:3]1[CH:8]=[CH:7][C:6]([O:9][CH3:10])=[C:5]([O:11][CH2:12][CH:13]2[CH2:15][CH2:14]2)[CH:4]=1.[C-:16]#[N:17].[K+]. The catalyst is CN(C=O)C.O. The product is [CH:13]1([CH2:12][O:11][C:5]2[CH:4]=[C:3]([CH2:2][C:16]#[N:17])[CH:8]=[CH:7][C:6]=2[O:9][CH3:10])[CH2:15][CH2:14]1. The yield is 0.850. (3) The reactants are [Br:1][C:2]1[CH:11]=[CH:10][C:9]([N+:12]([O-])=O)=[CH:8][C:3]=1[C:4]([O:6][CH3:7])=[O:5].[Sn](Cl)Cl.C(OCC)(=O)C.[OH-].[Na+]. The catalyst is CO.O. The product is [NH2:12][C:9]1[CH:10]=[CH:11][C:2]([Br:1])=[C:3]([CH:8]=1)[C:4]([O:6][CH3:7])=[O:5]. The yield is 0.940. (4) The reactants are [OH:1][CH:2]1[CH2:7][CH2:6][CH2:5][N:4]([CH3:8])[C:3]1=[O:9]. The catalyst is CC(C)=O. The product is [CH3:8][N:4]1[CH2:5][CH2:6][CH2:7][C:2](=[O:1])[C:3]1=[O:9]. The yield is 0.110.